From a dataset of Full USPTO retrosynthesis dataset with 1.9M reactions from patents (1976-2016). Predict the reactants needed to synthesize the given product. (1) Given the product [Br:24][C:21]1[CH:22]=[CH:23][C:18]([C:14]#[C:13][C:10]2[CH:9]=[CH:8][C:7]([O:6][CH2:5][CH2:4][N:3]([CH2:1][CH3:2])[CH2:15][CH3:16])=[CH:12][CH:11]=2)=[N:19][CH:20]=1, predict the reactants needed to synthesize it. The reactants are: [CH2:1]([N:3]([CH2:15][CH3:16])[CH2:4][CH2:5][O:6][C:7]1[CH:12]=[CH:11][C:10]([C:13]#[CH:14])=[CH:9][CH:8]=1)[CH3:2].Br[C:18]1[CH:23]=[CH:22][C:21]([Br:24])=[CH:20][N:19]=1.C(N(C(C)C)C(C)C)C.C(NC(C)C)(C)C. (2) Given the product [CH:45]1([C:2]2[CH:3]=[C:4]([C@@:9]([NH:31][C:32](=[O:44])[C:33]3[CH:38]=[CH:37][C:36]([F:39])=[C:35]([C:40]([F:42])([F:41])[F:43])[CH:34]=3)([C:17]3[CH:22]=[C:21]([O:23][C:24]([F:28])([F:29])[CH:25]([F:26])[F:27])[CH:20]=[C:19]([F:30])[CH:18]=3)[CH2:10][C:11]3[CH:16]=[CH:15][CH:14]=[CH:13][CH:12]=3)[CH:5]=[CH:6][C:7]=2[F:8])[CH2:47][CH2:46]1, predict the reactants needed to synthesize it. The reactants are: Br[C:2]1[CH:3]=[C:4]([C@@:9]([NH:31][C:32](=[O:44])[C:33]2[CH:38]=[CH:37][C:36]([F:39])=[C:35]([C:40]([F:43])([F:42])[F:41])[CH:34]=2)([C:17]2[CH:22]=[C:21]([O:23][C:24]([F:29])([F:28])[CH:25]([F:27])[F:26])[CH:20]=[C:19]([F:30])[CH:18]=2)[CH2:10][C:11]2[CH:16]=[CH:15][CH:14]=[CH:13][CH:12]=2)[CH:5]=[CH:6][C:7]=1[F:8].[CH:45]1(B(O)O)[CH2:47][CH2:46]1.C1(P(C2CCCCC2)C2CCCCC2)CCCCC1.[O-]P([O-])([O-])=O.[K+].[K+].[K+]. (3) Given the product [NH2:1][C:2]1[C:3]([C:9]([NH2:11])=[O:10])=[N:4][C:5]([C:17]2[CH:16]=[CH:15][CH:14]=[C:13]([Br:12])[CH:18]=2)=[CH:6][CH:7]=1, predict the reactants needed to synthesize it. The reactants are: [NH2:1][C:2]1[C:3]([C:9]([NH2:11])=[O:10])=[N:4][C:5](Br)=[CH:6][CH:7]=1.[Br:12][C:13]1[CH:14]=[C:15](B(O)O)[CH:16]=[CH:17][CH:18]=1. (4) Given the product [CH2:9]1[CH2:4][O:3][CH2:7][CH2:8]1.[CH3:1][OH:3].[NH4+:13].[OH-:3].[CH2:1]([O:3][C:4]1[CH:9]=[CH:8][C:7]([CH:10]2[CH2:11][CH2:12][NH:13][CH2:14][CH2:15]2)=[CH:6][CH:5]=1)[CH3:2], predict the reactants needed to synthesize it. The reactants are: [CH2:1]([O:3][C:4]1[CH:9]=[CH:8][C:7]([C:10]2[CH:15]=[CH:14][N:13]=[CH:12][CH:11]=2)=[CH:6][CH:5]=1)[CH3:2]. (5) Given the product [C:1]1(=[C:8]([C:22]2[CH:27]=[CH:26][C:25]([OH:28])=[CH:24][CH:23]=2)[C:9]2[CH:14]=[CH:13][C:12]([O:15][CH2:16][C:17]([OH:19])=[O:18])=[CH:11][CH:10]=2)[CH2:7][CH2:6][CH2:5][CH2:4][CH2:3][CH2:2]1, predict the reactants needed to synthesize it. The reactants are: [C:1]1(=[C:8]([C:22]2[CH:27]=[CH:26][C:25]([OH:28])=[CH:24][CH:23]=2)[C:9]2[CH:14]=[CH:13][C:12]([O:15][CH2:16][C:17]([O:19]CC)=[O:18])=[CH:11][CH:10]=2)[CH2:7][CH2:6][CH2:5][CH2:4][CH2:3][CH2:2]1.[OH-].[Na+].Cl.